Dataset: Catalyst prediction with 721,799 reactions and 888 catalyst types from USPTO. Task: Predict which catalyst facilitates the given reaction. Reactant: [F:1][C:2]1[CH:21]=[CH:20][C:5]2[C:6]([C:9]3[CH:14]=[CH:13][C:12]([O:15][CH2:16][C@H:17]4[CH2:19][O:18]4)=[CH:11][CH:10]=3)=[N:7][O:8][C:4]=2[CH:3]=1.[N:22]1[CH:27]=[CH:26][CH:25]=[CH:24][C:23]=1[N:28]1[CH2:33][CH2:32][NH:31][CH2:30][CH2:29]1. Product: [F:1][C:2]1[CH:21]=[CH:20][C:5]2[C:6]([C:9]3[CH:10]=[CH:11][C:12]([O:15][CH2:16][C@H:17]([OH:18])[CH2:19][N:31]4[CH2:32][CH2:33][N:28]([C:23]5[CH:24]=[CH:25][CH:26]=[CH:27][N:22]=5)[CH2:29][CH2:30]4)=[CH:13][CH:14]=3)=[N:7][O:8][C:4]=2[CH:3]=1. The catalyst class is: 737.